Task: Predict the product of the given reaction.. Dataset: Forward reaction prediction with 1.9M reactions from USPTO patents (1976-2016) (1) Given the reactants [F:1][C:2]1[CH:3]=[CH:4][C:5]2[N:6]([CH:8]=[C:9]([C:11]([OH:13])=O)[N:10]=2)[CH:7]=1.CCN(C(C)C)C(C)C.CN(C(ON1N=NC2C=CC=NC1=2)=[N+](C)C)C.F[P-](F)(F)(F)(F)F.Cl.[NH2:48][C@@H:49]1[CH2:54][CH2:53][C@H:52]([N:55]2[C:60](=[O:61])[C:59]3[CH:62]=[C:63]([F:66])[CH:64]=[N:65][C:58]=3[N:57]([C:67]3[CH:68]=[C:69]([C:73]4[CH:78]=[CH:77][CH:76]=[CH:75][C:74]=4[CH2:79][N:80]([CH3:82])[CH3:81])[CH:70]=[CH:71][CH:72]=3)[C:56]2=[O:83])[CH2:51][CH2:50]1, predict the reaction product. The product is: [CH3:82][N:80]([CH2:79][C:74]1[CH:75]=[CH:76][CH:77]=[CH:78][C:73]=1[C:69]1[CH:70]=[CH:71][CH:72]=[C:67]([N:57]2[C:58]3[N:65]=[CH:64][C:63]([F:66])=[CH:62][C:59]=3[C:60](=[O:61])[N:55]([C@@H:52]3[CH2:53][CH2:54][C@H:49]([NH:48][C:11]([C:9]4[N:10]=[C:5]5[CH:4]=[CH:3][C:2]([F:1])=[CH:7][N:6]5[CH:8]=4)=[O:13])[CH2:50][CH2:51]3)[C:56]2=[O:83])[CH:68]=1)[CH3:81]. (2) Given the reactants C(O[C:6](=O)[N:7]([CH2:9][C:10]1[CH:14]=[C:13]([C:15]2[CH:20]=[CH:19][CH:18]=[CH:17][CH:16]=2)[N:12]([S:21]([C:24]2[CH:25]=[N:26][CH:27]=[C:28]([Br:30])[CH:29]=2)(=[O:23])=[O:22])[CH:11]=1)C)(C)(C)C.C(OCC)(=O)C.[ClH:38], predict the reaction product. The product is: [ClH:38].[Br:30][C:28]1[CH:29]=[C:24]([S:21]([N:12]2[C:13]([C:15]3[CH:20]=[CH:19][CH:18]=[CH:17][CH:16]=3)=[CH:14][C:10]([CH2:9][NH:7][CH3:6])=[CH:11]2)(=[O:22])=[O:23])[CH:25]=[N:26][CH:27]=1. (3) Given the reactants [CH3:1][C:2]1[C:10]([CH3:11])=[CH:9][CH:8]=[CH:7][C:3]=1[C:4]([OH:6])=O.[CH3:12][N:13]1[CH2:18][CH2:17][C:16]([CH2:25][NH2:26])([C:19]2[CH:24]=[CH:23][CH:22]=[CH:21][CH:20]=2)[CH2:15][CH2:14]1, predict the reaction product. The product is: [CH3:1][C:2]1[C:10]([CH3:11])=[CH:9][CH:8]=[CH:7][C:3]=1[C:4]([NH:26][CH2:25][C:16]1([C:19]2[CH:24]=[CH:23][CH:22]=[CH:21][CH:20]=2)[CH2:15][CH2:14][N:13]([CH3:12])[CH2:18][CH2:17]1)=[O:6]. (4) Given the reactants [F:1][C:2]1[CH:12]=[CH:11][C:10](N)=[CH:9][C:3]=1[C:4]([O:6][CH2:7][CH3:8])=[O:5].N([O-])=O.[Na+].[I-:18].[K+], predict the reaction product. The product is: [F:1][C:2]1[CH:12]=[CH:11][C:10]([I:18])=[CH:9][C:3]=1[C:4]([O:6][CH2:7][CH3:8])=[O:5]. (5) Given the reactants [CH2:1]([O:3][C:4]([C:6]1[NH:10][CH:9]=[C:8]([C:11](=O)[CH2:12][CH2:13][C:14]([OH:16])=[O:15])[CH:7]=1)=[O:5])[CH3:2].C([SiH](CC)CC)C, predict the reaction product. The product is: [CH2:1]([O:3][C:4]([C:6]1[NH:10][CH:9]=[C:8]([CH2:11][CH2:12][CH2:13][C:14]([OH:16])=[O:15])[CH:7]=1)=[O:5])[CH3:2]. (6) Given the reactants Cl[C:2]1[C:3]2[CH:17]=[CH:16][C:15]([C:18]3[C:23]([C:24]([F:27])([F:26])[F:25])=[CH:22][CH:21]=[CH:20][N:19]=3)=[N:14][C:4]=2[N:5]=[C:6]([CH2:8][O:9][CH2:10][CH:11]([CH3:13])[CH3:12])[N:7]=1.Cl.[NH2:29][C:30]1[CH:35]=[CH:34][C:33]([C:36]([F:39])([F:38])[F:37])=[CH:32][N:31]=1.CC1(C)C2C(=C(P(C3C=CC=CC=3)C3C=CC=CC=3)C=CC=2)OC2C(P(C3C=CC=CC=3)C3C=CC=CC=3)=CC=CC1=2.C([O-])([O-])=O.[Cs+].[Cs+], predict the reaction product. The product is: [CH2:10]([O:9][CH2:8][C:6]1[N:7]=[C:2]([NH:29][C:30]2[CH:35]=[CH:34][C:33]([C:36]([F:38])([F:37])[F:39])=[CH:32][N:31]=2)[C:3]2[CH:17]=[CH:16][C:15]([C:18]3[C:23]([C:24]([F:27])([F:26])[F:25])=[CH:22][CH:21]=[CH:20][N:19]=3)=[N:14][C:4]=2[N:5]=1)[CH:11]([CH3:13])[CH3:12].